Dataset: Catalyst prediction with 721,799 reactions and 888 catalyst types from USPTO. Task: Predict which catalyst facilitates the given reaction. (1) Reactant: [F:1][C:2]1[CH:7]=[CH:6][C:5]([Br:8])=[CH:4][C:3]=1[OH:9].C([O-])([O-])=O.[Cs+].[Cs+].Br[CH2:17][CH:18]([F:20])[F:19]. Product: [Br:8][C:5]1[CH:6]=[CH:7][C:2]([F:1])=[C:3]([O:9][CH2:17][CH:18]([F:20])[F:19])[CH:4]=1. The catalyst class is: 18. (2) Reactant: [F:1][C:2]1[N:7]=[C:6]([I:8])[C:5]([OH:9])=[CH:4][CH:3]=1.Cl[C:11]1[C:20]2[C:15](=[CH:16][C:17]([O:23][CH3:24])=[C:18]([O:21][CH3:22])[CH:19]=2)[N:14]=[CH:13][CH:12]=1.O. Product: [F:1][C:2]1[N:7]=[C:6]([I:8])[C:5]([O:9][C:11]2[C:20]3[C:15](=[CH:16][C:17]([O:23][CH3:24])=[C:18]([O:21][CH3:22])[CH:19]=3)[N:14]=[CH:13][CH:12]=2)=[CH:4][CH:3]=1. The catalyst class is: 420. (3) Reactant: [Cl:1][C:2]1[C:11]2[C:6](=[CH:7][CH:8]=[C:9]([C:12]([C:14]3[O:18][C:17]([CH3:19])=[N:16][C:15]=3[CH3:20])=[O:13])[CH:10]=2)[N:5]=[C:4]([O:21][CH3:22])[C:3]=1[CH2:23][C:24]1[CH:29]=[CH:28][C:27]([C:30]([F:33])([F:32])[F:31])=[CH:26][CH:25]=1.[Li][CH3:35]. Product: [Cl:1][C:2]1[C:11]2[C:6](=[CH:7][CH:8]=[C:9]([C:12]([C:14]3[O:18][C:17]([CH3:19])=[N:16][C:15]=3[CH3:20])([OH:13])[CH3:35])[CH:10]=2)[N:5]=[C:4]([O:21][CH3:22])[C:3]=1[CH2:23][C:24]1[CH:25]=[CH:26][C:27]([C:30]([F:31])([F:33])[F:32])=[CH:28][CH:29]=1. The catalyst class is: 1. (4) Reactant: [F:1][C:2]([F:15])([F:14])[C:3]1[CH:8]=[CH:7][N:6]=[C:5]([C:9]2([C:12]#[N:13])[CH2:11][CH2:10]2)[N:4]=1.[CH3:16][C:17]([O:20][C:21](O[C:21]([O:20][C:17]([CH3:19])([CH3:18])[CH3:16])=[O:22])=[O:22])([CH3:19])[CH3:18].[BH4-].[Na+].NCCNCCN. Product: [F:15][C:2]([F:1])([F:14])[C:3]1[CH:8]=[CH:7][N:6]=[C:5]([C:9]2([CH2:12][NH:13][C:21](=[O:22])[O:20][C:17]([CH3:19])([CH3:18])[CH3:16])[CH2:11][CH2:10]2)[N:4]=1. The catalyst class is: 5. (5) Reactant: [CH2:1]([O:8][N:9]1[C:15](=[O:16])[N:14]2[CH2:17][C@H:10]1[CH2:11][CH2:12][C@H:13]2[C:18]([OH:20])=O)[C:2]1[CH:7]=[CH:6][CH:5]=[CH:4][CH:3]=1.[NH2:21][O:22][CH2:23][CH2:24][NH:25][C:26]([NH:28][C:29](=[O:35])[O:30][C:31]([CH3:34])([CH3:33])[CH3:32])=[O:27].ON1C2C=CC=CC=2N=N1.Cl.C(N=C=NCCCN(C)C)C. Product: [CH2:1]([O:8][N:9]1[C:15](=[O:16])[N:14]2[CH2:17][C@H:10]1[CH2:11][CH2:12][C@H:13]2[C:18]([NH:21][O:22][CH2:23][CH2:24][NH:25][C:26]([NH:28][C:29](=[O:35])[O:30][C:31]([CH3:33])([CH3:32])[CH3:34])=[O:27])=[O:20])[C:2]1[CH:3]=[CH:4][CH:5]=[CH:6][CH:7]=1. The catalyst class is: 2.